From a dataset of Reaction yield outcomes from USPTO patents with 853,638 reactions. Predict the reaction yield, written as a fraction of the theoretical maximum amount of product (1.0 means a 100% yield; for example, 0.34 means a 34% yield). (1) The reactants are NC1C(C)=CC=CC=1C(NCC#N)=O.[C:15]([CH2:17][NH:18][C:19](=[O:36])[C:20]1[CH:25]=[CH:24][CH:23]=[C:22]([CH3:26])[C:21]=1[NH:27][C:28]1[C:33]([Cl:34])=[CH:32][N:31]=[C:30]([Cl:35])[N:29]=1)#[N:16].ClC1N=C(Cl)C(Cl)=CN=1.C(=O)([O-])[O-].[K+].[K+].CN(C)C=O.[Cl-].[NH4+]. No catalyst specified. The product is [C:15]([CH2:17][NH:18][C:19](=[O:36])[C:20]1[CH:25]=[CH:24][CH:23]=[C:22]([CH3:26])[C:21]=1[NH:27][C:28]1[C:33]([Cl:34])=[CH:32][N:31]=[C:30]([Cl:35])[N:29]=1)#[N:16]. The yield is 0.140. (2) The reactants are [CH3:1][O:2][CH2:3][C:4]1[CH:9]=[CH:8][C:7]([OH:10])=[C:6]([N+:11]([O-])=O)[CH:5]=1. The catalyst is C(O)C.[Pt](=O)=O. The product is [NH2:11][C:6]1[CH:5]=[C:4]([CH2:3][O:2][CH3:1])[CH:9]=[CH:8][C:7]=1[OH:10]. The yield is 0.850. (3) The reactants are [Cl:1][C:2]1[CH:3]=[C:4]([CH:37]=[CH:38][CH:39]=1)[CH2:5][N:6]([CH:16]1[CH2:21][CH2:20][N:19]([CH:22]([CH3:36])[CH2:23][CH2:24][NH:25][C:26](=[O:35])[C:27]2[C:32]([CH3:33])=[CH:31][CH:30]=[CH:29][C:28]=2[CH3:34])[CH2:18][CH2:17]1)[C:7]1[CH:15]=[CH:14][C:10]([C:11]([OH:13])=O)=[CH:9][CH:8]=1.[CH3:40][NH:41][CH3:42]. No catalyst specified. The product is [Cl:1][C:2]1[CH:3]=[C:4]([CH:37]=[CH:38][CH:39]=1)[CH2:5][N:6]([C:7]1[CH:8]=[CH:9][C:10]([C:11](=[O:13])[N:41]([CH3:42])[CH3:40])=[CH:14][CH:15]=1)[CH:16]1[CH2:21][CH2:20][N:19]([CH:22]([CH3:36])[CH2:23][CH2:24][NH:25][C:26](=[O:35])[C:27]2[C:28]([CH3:34])=[CH:29][CH:30]=[CH:31][C:32]=2[CH3:33])[CH2:18][CH2:17]1. The yield is 0.710.